The task is: Predict the reaction yield, written as a fraction of the theoretical maximum amount of product (1.0 means a 100% yield; for example, 0.34 means a 34% yield).. This data is from Reaction yield outcomes from USPTO patents with 853,638 reactions. (1) The reactants are [F:1][C:2]1[CH:3]=[C:4]2[C:8](=[CH:9][CH:10]=1)[NH:7][C:6](=[O:11])[CH2:5]2.[I:12][C:13]1[C:21]2[C:16](=[CH:17][C:18]([CH:22]=O)=[CH:19][CH:20]=2)[NH:15][N:14]=1. The catalyst is N1CCCCC1.CO. The product is [F:1][C:2]1[CH:3]=[C:4]2[C:8](=[CH:9][CH:10]=1)[NH:7][C:6](=[O:11])/[C:5]/2=[CH:22]\[C:18]1[CH:17]=[C:16]2[C:21]([C:13]([I:12])=[N:14][NH:15]2)=[CH:20][CH:19]=1. The yield is 0.960. (2) The reactants are Br[C:2]1[C:3]2[CH2:11][CH2:10][CH2:9][CH2:8][C:4]=2[S:5][C:6]=1[CH3:7].FC1(F)OC2C=C(C)C(C3N=C[C:25]([NH:28][C:29](=O)[C:30]4[CH:35]=[CH:34]C=CC=4F)=[N:26]C=3)=CC=2O1.P([O-])([O-])([O-])=O.[K+].[K+].[K+]. The catalyst is O1CCOCC1.C(#N)C.O. The product is [CH3:7][C:6]1[S:5][C:4]2[CH2:8][CH2:9][CH2:10][CH2:11][C:3]=2[C:2]=1[C:30]1[CH:35]=[CH:34][C:25]([NH2:26])=[N:28][CH:29]=1. The yield is 0.660.